Dataset: NCI-60 drug combinations with 297,098 pairs across 59 cell lines. Task: Regression. Given two drug SMILES strings and cell line genomic features, predict the synergy score measuring deviation from expected non-interaction effect. (1) Drug 1: CCCS(=O)(=O)NC1=C(C(=C(C=C1)F)C(=O)C2=CNC3=C2C=C(C=N3)C4=CC=C(C=C4)Cl)F. Drug 2: CC1=CC=C(C=C1)C2=CC(=NN2C3=CC=C(C=C3)S(=O)(=O)N)C(F)(F)F. Cell line: OVCAR-4. Synergy scores: CSS=1.89, Synergy_ZIP=-0.381, Synergy_Bliss=3.24, Synergy_Loewe=-0.545, Synergy_HSA=0.857. (2) Synergy scores: CSS=2.58, Synergy_ZIP=-1.67, Synergy_Bliss=-1.06, Synergy_Loewe=-5.39, Synergy_HSA=-5.49. Cell line: SNB-19. Drug 2: CC(C)CN1C=NC2=C1C3=CC=CC=C3N=C2N. Drug 1: C1=CC(=CC=C1CC(C(=O)O)N)N(CCCl)CCCl.Cl. (3) Drug 1: CCN(CC)CCNC(=O)C1=C(NC(=C1C)C=C2C3=C(C=CC(=C3)F)NC2=O)C. Drug 2: C#CCC(CC1=CN=C2C(=N1)C(=NC(=N2)N)N)C3=CC=C(C=C3)C(=O)NC(CCC(=O)O)C(=O)O. Cell line: HCT-15. Synergy scores: CSS=67.7, Synergy_ZIP=5.20, Synergy_Bliss=5.10, Synergy_Loewe=-9.63, Synergy_HSA=1.79. (4) Drug 1: CC1=C2C(C(=O)C3(C(CC4C(C3C(C(C2(C)C)(CC1OC(=O)C(C(C5=CC=CC=C5)NC(=O)OC(C)(C)C)O)O)OC(=O)C6=CC=CC=C6)(CO4)OC(=O)C)OC)C)OC. Drug 2: CNC(=O)C1=NC=CC(=C1)OC2=CC=C(C=C2)NC(=O)NC3=CC(=C(C=C3)Cl)C(F)(F)F. Cell line: MOLT-4. Synergy scores: CSS=74.4, Synergy_ZIP=2.06, Synergy_Bliss=1.43, Synergy_Loewe=0.740, Synergy_HSA=2.63. (5) Drug 1: CC12CCC3C(C1CCC2O)C(CC4=C3C=CC(=C4)O)CCCCCCCCCS(=O)CCCC(C(F)(F)F)(F)F. Drug 2: C1=NNC2=C1C(=O)NC=N2. Cell line: SN12C. Synergy scores: CSS=4.05, Synergy_ZIP=0.263, Synergy_Bliss=-2.10, Synergy_Loewe=4.26, Synergy_HSA=-0.294.